From a dataset of Full USPTO retrosynthesis dataset with 1.9M reactions from patents (1976-2016). Predict the reactants needed to synthesize the given product. (1) Given the product [C:22]([NH:26][S:27]([C:30]1[CH:31]=[N:32][C:33]([C:4]2[N:5]([CH:15]3[CH2:18][CH2:17][CH2:16][CH2:42]3)[C:6]3[C:11]([C:3]=2[C:1]#[N:2])=[CH:10][C:9]([F:55])=[C:8]([CH3:12])[CH:7]=3)=[CH:34][CH:35]=1)(=[O:29])=[O:28])([CH3:25])([CH3:24])[CH3:23], predict the reactants needed to synthesize it. The reactants are: [C:1]([C:3]1[C:11]2[C:6](=[CH:7][C:8]([CH:12]3CC3)=[CH:9][CH:10]=2)[N:5]([CH:15]2[CH2:18][CH2:17][CH2:16]2)[C:4]=1B(O)O)#[N:2].[C:22]([NH:26][S:27]([C:30]1[CH:31]=[N:32][C:33](Cl)=[CH:34][CH:35]=1)(=[O:29])=[O:28])([CH3:25])([CH3:24])[CH3:23].F[B-](F)(F)F.[C:42]([PH+](C(C)(C)C)C(C)(C)C)(C)(C)C.[F-:55].[K+]. (2) Given the product [CH3:1][O:2][C:3](=[O:4])[C:5]1[CH:10]=[CH:9][CH:8]=[CH:7][C:6]=1[CH2:11][S:12][C:13]1[N:17]([CH2:39][C:40](=[O:44])[NH:26][C:27]2[CH:32]=[CH:31][CH:30]=[CH:29][CH:28]=2)[C:16]2[CH:18]=[CH:19][CH:20]=[CH:21][C:15]=2[N:14]=1, predict the reactants needed to synthesize it. The reactants are: [CH3:1][O:2][C:3]([C:5]1[CH:10]=[CH:9][CH:8]=[CH:7][C:6]=1[CH2:11][S:12][C:13]1[NH:14][C:15]2[C:21](CC(O)=O)=[CH:20][CH:19]=[CH:18][C:16]=2[N:17]=1)=[O:4].[NH2:26][C:27]1[CH:32]=[CH:31][CH:30]=[CH:29][CH:28]=1.CCN=C=NC[CH2:39][CH2:40]N(C)C.[OH2:44].